Task: Regression. Given a peptide amino acid sequence and an MHC pseudo amino acid sequence, predict their binding affinity value. This is MHC class II binding data.. Dataset: Peptide-MHC class II binding affinity with 134,281 pairs from IEDB The peptide sequence is NSCAKNYNCKILPNT. The MHC is DRB1_1001 with pseudo-sequence DRB1_1001. The binding affinity (normalized) is 0.443.